From a dataset of Forward reaction prediction with 1.9M reactions from USPTO patents (1976-2016). Predict the product of the given reaction. (1) Given the reactants [C:1](Cl)(=O)C(Cl)=O.[Cl:7][C:8]1[CH:13]=[C:12]([C:14]([OH:16])=[O:15])[CH:11]=[C:10]([O:17][CH2:18][C:19]2[CH:24]=[CH:23][CH:22]=[CH:21][CH:20]=2)[N:9]=1, predict the reaction product. The product is: [Cl:7][C:8]1[CH:13]=[C:12]([C:14]([O:16][CH3:1])=[O:15])[CH:11]=[C:10]([O:17][CH2:18][C:19]2[CH:24]=[CH:23][CH:22]=[CH:21][CH:20]=2)[N:9]=1. (2) Given the reactants [Cl:1][C:2]1[CH:7]=[C:6]([Cl:8])[CH:5]=[CH:4][N:3]=1.CCN(C(C)C)C(C)C.C([Li])CCC.[I:23]I, predict the reaction product. The product is: [Cl:1][C:2]1[C:7]([I:23])=[C:6]([Cl:8])[CH:5]=[CH:4][N:3]=1. (3) Given the reactants [Cl:1][C:2]1[CH:10]=[C:9]2[C:5]([C:6]([C:12]3[N:13]=[C:14]4[C:20]([C:21](O)=[O:22])=[CH:19][N:18]([CH2:24][O:25][CH2:26][CH2:27][Si:28]([CH3:31])([CH3:30])[CH3:29])[C:15]4=[N:16][CH:17]=3)=[N:7][N:8]2[CH3:11])=[CH:4][CH:3]=1.[NH2:32][C@@H:33]([CH2:35][OH:36])[CH3:34].CN(C(ON1N=NC2C=CC=CC1=2)=[N+](C)C)C.F[P-](F)(F)(F)(F)F.C1C=CC2N(O)N=NC=2C=1.CCN(C(C)C)C(C)C, predict the reaction product. The product is: [OH:36][CH2:35][C@H:33]([NH:32][C:21]([C:20]1[C:14]2[C:15](=[N:16][CH:17]=[C:12]([C:6]3[C:5]4[C:9](=[CH:10][C:2]([Cl:1])=[CH:3][CH:4]=4)[N:8]([CH3:11])[N:7]=3)[N:13]=2)[N:18]([CH2:24][O:25][CH2:26][CH2:27][Si:28]([CH3:29])([CH3:31])[CH3:30])[CH:19]=1)=[O:22])[CH3:34]. (4) Given the reactants [O:1]1[CH:5]=[CH:4][CH:3]=[C:2]1[C:6]1[O:7][C:8]([CH3:36])=[C:9]([CH2:11][O:12][C:13]2[CH:33]=[CH:32][C:16]([CH2:17][O:18][C:19]3[C:23]([CH:24]=O)=[CH:22][N:21]([C:26]4[CH:31]=[CH:30][CH:29]=[CH:28][CH:27]=4)[N:20]=3)=[CH:15][C:14]=2[O:34][CH3:35])[N:10]=1.CN.C(O)(=O)C.[B-][C:44]#[N:45].[Na+], predict the reaction product. The product is: [O:1]1[CH:5]=[CH:4][CH:3]=[C:2]1[C:6]1[O:7][C:8]([CH3:36])=[C:9]([CH2:11][O:12][C:13]2[CH:33]=[CH:32][C:16]([CH2:17][O:18][C:19]3[C:23]([CH2:24][NH:45][CH3:44])=[CH:22][N:21]([C:26]4[CH:31]=[CH:30][CH:29]=[CH:28][CH:27]=4)[N:20]=3)=[CH:15][C:14]=2[O:34][CH3:35])[N:10]=1. (5) Given the reactants [C:1]([O:5][C:6]([N:8]1[CH2:12][CH2:11][CH2:10][C@H:9]1[CH2:13][O:14][C:15]1[CH:16]=[C:17]([CH2:21][C:22]([OH:24])=[O:23])[CH:18]=[CH:19][CH:20]=1)=[O:7])([CH3:4])(C)C.CCOCC.C([O-])(O)=O.[Na+].C(Cl)(OCC1[C:51]2[C:46](=[CH:47][CH:48]=[CH:49][CH:50]=2)[C:45]2[C:40]1=[CH:41][CH:42]=[CH:43][CH:44]=2)=O, predict the reaction product. The product is: [C:6]([N:8]1[CH2:12][CH2:11][CH2:10][C@H:9]1[CH2:13][O:14][C:15]1[CH:16]=[C:17]([CH2:21][C:22]([OH:24])=[O:23])[CH:18]=[CH:19][CH:20]=1)([O:5][CH2:1][CH:4]1[C:44]2[C:45](=[CH:40][CH:41]=[CH:42][CH:43]=2)[C:46]2[C:51]1=[CH:50][CH:49]=[CH:48][CH:47]=2)=[O:7]. (6) Given the reactants Cl.CCOC(C)=O.C([O:12][C:13](=[O:53])[C:14]([CH3:52])([CH3:51])[CH2:15][O:16][C:17]([O:19][CH:20]([N:22]1[N:26]=[C:25]([C:27]2[CH:32]=[CH:31][CH:30]=[C:29]([O:33][CH2:34][C:35]3[CH:40]=[C:39]([C:41]([F:44])([F:43])[F:42])[CH:38]=[CH:37][C:36]=3[C:45]([F:48])([F:47])[F:46])[CH:28]=2)[C:24]([C:49]#[N:50])=[N:23]1)[CH3:21])=[O:18])(C)(C)C, predict the reaction product. The product is: [F:48][C:45]([F:46])([F:47])[C:36]1[CH:37]=[CH:38][C:39]([C:41]([F:43])([F:44])[F:42])=[CH:40][C:35]=1[CH2:34][O:33][C:29]1[CH:28]=[C:27]([C:25]2[C:24]([C:49]#[N:50])=[N:23][N:22]([CH:20]([O:19][C:17]([O:16][CH2:15][C:14]([CH3:51])([CH3:52])[C:13]([OH:53])=[O:12])=[O:18])[CH3:21])[N:26]=2)[CH:32]=[CH:31][CH:30]=1. (7) Given the reactants CC(C)([O-])C.[K+].[C:7]([C:10]1[CH:24]=[CH:23][C:13]([O:14][C:15]2[CH:22]=[CH:21][C:18]([C:19]#[N:20])=[CH:17][CH:16]=2)=[CH:12][C:11]=1[Cl:25])(=O)[CH3:8].[Cl-].COC[P+](C1C=CC=CC=1)(C1C=CC=CC=1)C1C=CC=CC=1.Cl.[C:50]([O-:53])(O)=O.[Na+], predict the reaction product. The product is: [Cl:25][C:11]1[CH:12]=[C:13]([CH:23]=[CH:24][C:10]=1[CH:7]([CH3:8])[CH:50]=[O:53])[O:14][C:15]1[CH:22]=[CH:21][C:18]([C:19]#[N:20])=[CH:17][CH:16]=1. (8) Given the reactants [CH3:1][Mg]Cl.CON(C)[C:7](=[O:22])[CH2:8][CH:9]1[CH2:14][CH2:13][N:12]([C:15]([O:17][C:18]([CH3:21])([CH3:20])[CH3:19])=[O:16])[CH2:11][CH2:10]1, predict the reaction product. The product is: [O:22]=[C:7]([CH3:1])[CH2:8][CH:9]1[CH2:10][CH2:11][N:12]([C:15]([O:17][C:18]([CH3:19])([CH3:20])[CH3:21])=[O:16])[CH2:13][CH2:14]1.